This data is from Reaction yield outcomes from USPTO patents with 853,638 reactions. The task is: Predict the reaction yield, written as a fraction of the theoretical maximum amount of product (1.0 means a 100% yield; for example, 0.34 means a 34% yield). (1) The reactants are CC([O-])(C)C.[K+].CC1C=CC(S([CH2:17][N+:18]#[C-])(=O)=O)=CC=1.[F:20][C:21]1[CH:22]=[C:23]([CH:26]=[CH:27][C:28]=1[O:29][CH3:30])[CH:24]=O.CO. The catalyst is C1COCC1.O. The product is [F:20][C:21]1[CH:22]=[C:23]([CH2:24][C:17]#[N:18])[CH:26]=[CH:27][C:28]=1[O:29][CH3:30]. The yield is 0.580. (2) The reactants are Cl.[CH3:2][C:3]1[CH:8]=[CH:7][C:6]([NH:9]N)=[C:5]([N+:11]([O-:13])=[O:12])[CH:4]=1.[C:14]([C:17]1[CH:22]=[N:21][CH:20]=[CH:19][N:18]=1)(=O)[CH3:15]. No catalyst specified. The product is [CH3:2][C:3]1[CH:8]=[C:7]2[C:6](=[C:5]([N+:11]([O-:13])=[O:12])[CH:4]=1)[NH:9][C:14]([C:17]1[CH:22]=[N:21][CH:20]=[CH:19][N:18]=1)=[CH:15]2. The yield is 0.190. (3) The reactants are [CH3:1][O:2][C:3](=[O:20])[C:4]1[CH:9]=[C:8]([N:10]([CH3:14])[CH2:11][CH2:12][CH3:13])[N:7]=[C:6]([NH:15][S:16]([CH3:19])(=[O:18])=[O:17])[CH:5]=1.IC.[C:23](=O)([O-])[O-].[K+].[K+]. The catalyst is CN(C=O)C.[Br-].C([N+](CCCC)(CCCC)CCCC)CCC.C(OCC)(=O)C. The product is [CH3:1][O:2][C:3](=[O:20])[C:4]1[CH:9]=[C:8]([N:10]([CH3:14])[CH2:11][CH2:12][CH3:13])[N:7]=[C:6]([N:15]([S:16]([CH3:19])(=[O:18])=[O:17])[CH3:23])[CH:5]=1. The yield is 0.870.